This data is from Full USPTO retrosynthesis dataset with 1.9M reactions from patents (1976-2016). The task is: Predict the reactants needed to synthesize the given product. (1) Given the product [Cl:1][C:2]1[CH:3]=[CH:4][C:5]([C:8](=[O:18])[C:9]([C:11]2[CH:16]=[CH:15][C:14]([Cl:17])=[CH:13][CH:12]=2)=[O:10])=[CH:6][CH:7]=1, predict the reactants needed to synthesize it. The reactants are: [Cl:1][C:2]1[CH:7]=[CH:6][C:5]([C:8](=[O:18])[CH:9]([C:11]2[CH:16]=[CH:15][C:14]([Cl:17])=[CH:13][CH:12]=2)[OH:10])=[CH:4][CH:3]=1.[N+]([O-])(O)=O. (2) Given the product [Cl:1][C:2]1[C:11]2[C:10]([O:12][CH3:13])=[CH:9][CH:8]=[C:7]([S:14]([N:3]3[CH2:2][CH2:11][CH2:21][NH:19][CH2:20][CH2:4]3)(=[O:16])=[O:17])[C:6]=2[CH:5]=[CH:4][N:3]=1, predict the reactants needed to synthesize it. The reactants are: [Cl:1][C:2]1[C:11]2[C:10]([O:12][CH3:13])=[CH:9][CH:8]=[C:7]([S:14]([OH:17])(=[O:16])=O)[C:6]=2[CH:5]=[CH:4][N:3]=1.C[N:19]([CH:21]=O)[CH3:20]. (3) Given the product [F:12][C:13]1[CH:21]=[C:20]([C:22]([F:23])([F:24])[F:25])[CH:19]=[CH:18][C:14]=1[C:15]([NH:1][C:2]1[CH:7]=[CH:6][CH:5]=[C:4]([S:8](=[O:9])(=[O:10])[NH2:11])[CH:3]=1)=[O:16], predict the reactants needed to synthesize it. The reactants are: [NH2:1][C:2]1[CH:3]=[C:4]([S:8]([NH2:11])(=[O:10])=[O:9])[CH:5]=[CH:6][CH:7]=1.[F:12][C:13]1[CH:21]=[C:20]([C:22]([F:25])([F:24])[F:23])[CH:19]=[CH:18][C:14]=1[C:15](Cl)=[O:16].N1C=CC=CC=1.O.